This data is from Full USPTO retrosynthesis dataset with 1.9M reactions from patents (1976-2016). The task is: Predict the reactants needed to synthesize the given product. (1) Given the product [CH:1]([N:4]1[CH:8]=[CH:7][C:6]([CH:9]([N:14]2[CH2:20][CH2:19][CH2:18][N:17]([C:21]3[C:22]([O:31][CH3:32])=[CH:23][CH:24]=[C:25]4[C:30]=3[N:29]=[CH:28][CH:27]=[CH:26]4)[CH2:16][CH2:15]2)[CH2:10][C:11]([NH:40][CH2:39][CH2:38][N:33]2[CH2:37][CH2:36][CH2:35][CH2:34]2)=[O:13])=[N:5]1)([CH3:3])[CH3:2], predict the reactants needed to synthesize it. The reactants are: [CH:1]([N:4]1[CH:8]=[CH:7][C:6]([CH:9]([N:14]2[CH2:20][CH2:19][CH2:18][N:17]([C:21]3[C:22]([O:31][CH3:32])=[CH:23][CH:24]=[C:25]4[C:30]=3[N:29]=[CH:28][CH:27]=[CH:26]4)[CH2:16][CH2:15]2)[CH2:10][C:11]([OH:13])=O)=[N:5]1)([CH3:3])[CH3:2].[N:33]1([CH2:38][CH2:39][NH2:40])[CH2:37][CH2:36][CH2:35][CH2:34]1.CN(C=O)C.CN(C(ON1N=NC2C=CC=NC1=2)=[N+](C)C)C.F[P-](F)(F)(F)(F)F. (2) Given the product [S:1]1[CH:5]=[CH:4][CH:3]=[C:2]1[S:6]([NH:10][C:11]1[CH:12]=[C:13]([CH:23]=[CH:24][C:25]=1[O:26][CH3:27])[C:14]([NH:16][C:17]1[CH:22]=[CH:21][CH:20]=[CH:19][CH:18]=1)=[O:15])(=[O:8])=[O:7], predict the reactants needed to synthesize it. The reactants are: [S:1]1[CH:5]=[CH:4][CH:3]=[C:2]1[S:6](Cl)(=[O:8])=[O:7].[NH2:10][C:11]1[CH:12]=[C:13]([CH:23]=[CH:24][C:25]=1[O:26][CH3:27])[C:14]([NH:16][C:17]1[CH:22]=[CH:21][CH:20]=[CH:19][CH:18]=1)=[O:15]. (3) Given the product [F:35][CH:33]([F:34])[O:32][C:24]1[CH:23]=[C:22]([CH:5]([N:6]2[CH2:14][C:13]3[C:8](=[C:9]([NH:15][C:16]([CH:18]4[CH2:20][CH2:19]4)=[O:17])[CH:10]=[CH:11][CH:12]=3)[C:7]2=[O:21])[CH2:4][C:3]([OH:36])=[O:2])[CH:27]=[CH:26][C:25]=1[O:28][CH:29]([F:31])[F:30], predict the reactants needed to synthesize it. The reactants are: C[O:2][C:3](=[O:36])[CH2:4][CH:5]([C:22]1[CH:27]=[CH:26][C:25]([O:28][CH:29]([F:31])[F:30])=[C:24]([O:32][CH:33]([F:35])[F:34])[CH:23]=1)[N:6]1[CH2:14][C:13]2[C:8](=[C:9]([NH:15][C:16]([CH:18]3[CH2:20][CH2:19]3)=[O:17])[CH:10]=[CH:11][CH:12]=2)[C:7]1=[O:21].[OH-].[Na+].Cl. (4) Given the product [CH3:26][O:27][C:28](=[O:41])[CH2:29][CH2:30][NH:31][C:32](=[O:40])[C:33]1[CH:38]=[CH:37][C:36]([O:9][CH:8]([C:10]2[CH:15]=[CH:14][C:13]([C:16]3[CH:21]=[CH:20][C:19]([C:22]([F:23])([F:24])[F:25])=[CH:18][CH:17]=3)=[CH:12][CH:11]=2)[CH2:7][CH:1]2[CH2:6][CH2:5][CH2:4][CH2:3][CH2:2]2)=[CH:35][CH:34]=1, predict the reactants needed to synthesize it. The reactants are: [CH:1]1([CH2:7][CH:8]([C:10]2[CH:15]=[CH:14][C:13]([C:16]3[CH:21]=[CH:20][C:19]([C:22]([F:25])([F:24])[F:23])=[CH:18][CH:17]=3)=[CH:12][CH:11]=2)[OH:9])[CH2:6][CH2:5][CH2:4][CH2:3][CH2:2]1.[CH3:26][O:27][C:28](=[O:41])[CH2:29][CH2:30][NH:31][C:32](=[O:40])[C:33]1[CH:38]=[CH:37][C:36](O)=[CH:35][CH:34]=1.C1(P(C2C=CC=CC=2)C2C=CC=CC=2)C=CC=CC=1.N(C(N1CCCCC1)=O)=NC(N1CCCCC1)=O.